From a dataset of Forward reaction prediction with 1.9M reactions from USPTO patents (1976-2016). Predict the product of the given reaction. (1) Given the reactants Cl[CH2:2][CH2:3][CH2:4][CH2:5][O:6][C:7]1[CH:16]=[C:15]2[C:10]([C:11]([O:17][C:18]3[CH:23]=[CH:22][C:21]([CH3:24])=[CH:20][C:19]=3[C:25]([C:27]3[CH:32]=[CH:31][CH:30]=[CH:29][CH:28]=3)=[O:26])=[CH:12][CH:13]=[N:14]2)=[CH:9][C:8]=1[O:33][CH3:34].[CH2:35]([NH:37][CH2:38][CH3:39])[CH3:36].C(=O)([O-])[O-].[K+].[K+].O, predict the reaction product. The product is: [CH2:35]([N:37]([CH2:38][CH3:39])[CH2:2][CH2:3][CH2:4][CH2:5][O:6][C:7]1[CH:16]=[C:15]2[C:10]([C:11]([O:17][C:18]3[CH:23]=[CH:22][C:21]([CH3:24])=[CH:20][C:19]=3[C:25]([C:27]3[CH:32]=[CH:31][CH:30]=[CH:29][CH:28]=3)=[O:26])=[CH:12][CH:13]=[N:14]2)=[CH:9][C:8]=1[O:33][CH3:34])[CH3:36]. (2) Given the reactants [CH:1]([N:4]1[C:9](=[O:10])[CH:8]=[CH:7][C:6]([C:11]2[N:12]=[C:13]([C:25]#[N:26])[C:14]([C:23]#[N:24])=[N:15][C:16]=2[C:17]2[CH:22]=[CH:21][CH:20]=[CH:19][CH:18]=2)=[N:5]1)([CH3:3])[CH3:2].CC[OH:29], predict the reaction product. The product is: [C:25]([C:13]1[C:14]([C:23]([NH2:24])=[O:29])=[N:15][C:16]([C:17]2[CH:22]=[CH:21][CH:20]=[CH:19][CH:18]=2)=[C:11]([C:6]2[CH:7]=[CH:8][C:9](=[O:10])[N:4]([CH:1]([CH3:3])[CH3:2])[N:5]=2)[N:12]=1)#[N:26].